Dataset: Forward reaction prediction with 1.9M reactions from USPTO patents (1976-2016). Task: Predict the product of the given reaction. (1) Given the reactants Cl[C:2]1[CH:7]=[N:6][CH:5]=[C:4]([Cl:8])[N:3]=1.[Cl:9][C:10]1[CH:11]=[C:12]([CH:16]=[CH:17][CH:18]=1)[CH2:13][CH2:14][OH:15].[H-].[Na+], predict the reaction product. The product is: [Cl:8][C:4]1[CH:5]=[N:6][CH:7]=[C:2]([O:15][CH2:14][CH2:13][C:12]2[CH:16]=[CH:17][CH:18]=[C:10]([Cl:9])[CH:11]=2)[N:3]=1. (2) Given the reactants [CH3:1][O:2][CH2:3][CH2:4][CH:5]([NH:15]C(=O)OC(C)(C)C)[C:6]1[CH:11]=[CH:10][CH:9]=[C:8]([N+:12]([O-:14])=[O:13])[CH:7]=1.Cl, predict the reaction product. The product is: [CH3:1][O:2][CH2:3][CH2:4][CH:5]([NH2:15])[C:6]1[CH:11]=[CH:10][CH:9]=[C:8]([N+:12]([O-:14])=[O:13])[CH:7]=1. (3) Given the reactants Cl[C:2]1[N:3]=[C:4]2[NH:11][C@:10]([CH3:16])([C:12]([F:15])([F:14])[F:13])[CH2:9][N:5]2[C:6](=[O:8])[CH:7]=1.[NH:17]1[CH2:22][CH2:21][O:20][CH2:19][CH2:18]1, predict the reaction product. The product is: [CH3:16][C@@:10]1([C:12]([F:15])([F:14])[F:13])[CH2:9][N:5]2[C:6](=[O:8])[CH:7]=[C:2]([N:17]3[CH2:22][CH2:21][O:20][CH2:19][CH2:18]3)[N:3]=[C:4]2[NH:11]1. (4) Given the reactants [CH:1]1([CH2:6][C:7](=O)[CH2:8][C:9]([O:11]CC)=[O:10])[CH2:5][CH2:4][CH2:3][CH2:2]1.[N:15]([C:18]1[CH:28]=[CH:27][C:21]([C:22]([NH:24][CH2:25][CH3:26])=[O:23])=[CH:20][CH:19]=1)=[N+:16]=[N-:17].[O-]CC.[Na+].O, predict the reaction product. The product is: [CH:1]1([CH2:6][C:7]2[N:15]([C:18]3[CH:19]=[CH:20][C:21]([C:22]([NH:24][CH2:25][CH3:26])=[O:23])=[CH:27][CH:28]=3)[N:16]=[N:17][C:8]=2[C:9]([OH:11])=[O:10])[CH2:2][CH2:3][CH2:4][CH2:5]1.